From a dataset of Peptide-MHC class I binding affinity with 185,985 pairs from IEDB/IMGT. Regression. Given a peptide amino acid sequence and an MHC pseudo amino acid sequence, predict their binding affinity value. This is MHC class I binding data. (1) The MHC is HLA-A31:01 with pseudo-sequence HLA-A31:01. The binding affinity (normalized) is 1.00. The peptide sequence is KSYSLIRPK. (2) The peptide sequence is WAPEGDIRL. The MHC is HLA-A30:01 with pseudo-sequence HLA-A30:01. The binding affinity (normalized) is 0.0847. (3) The peptide sequence is EVFFGLSRY. The MHC is HLA-A32:15 with pseudo-sequence HLA-A32:15. The binding affinity (normalized) is 0.695. (4) The peptide sequence is DWSGYSGSF. The MHC is HLA-A11:01 with pseudo-sequence HLA-A11:01. The binding affinity (normalized) is 0.0847.